This data is from Catalyst prediction with 721,799 reactions and 888 catalyst types from USPTO. The task is: Predict which catalyst facilitates the given reaction. Reactant: [Si:1]([O:18][CH2:19][C@@H:20]1[C@H:24]2[O:25][C:26]([CH3:29])([CH3:28])[O:27][C@H:23]2[CH:22]([C:30](=[CH:33][OH:34])[C:31]#[N:32])[O:21]1)([C:14]([CH3:17])([CH3:16])[CH3:15])([C:8]1[CH:13]=[CH:12][CH:11]=[CH:10][CH:9]=1)[C:2]1[CH:7]=[CH:6][CH:5]=[CH:4][CH:3]=1.Br[CH2:36][C:37]#[N:38].C([O-])([O-])=O.[Cs+].[Cs+]. Product: [Si:1]([O:18][CH2:19][C@@H:20]1[C@H:24]2[O:25][C:26]([CH3:28])([CH3:29])[O:27][C@H:23]2[CH:22]([C:30](=[CH:33][O:34][CH2:36][C:37]#[N:38])[C:31]#[N:32])[O:21]1)([C:14]([CH3:17])([CH3:16])[CH3:15])([C:8]1[CH:9]=[CH:10][CH:11]=[CH:12][CH:13]=1)[C:2]1[CH:7]=[CH:6][CH:5]=[CH:4][CH:3]=1. The catalyst class is: 31.